This data is from Catalyst prediction with 721,799 reactions and 888 catalyst types from USPTO. The task is: Predict which catalyst facilitates the given reaction. (1) Reactant: [Br:1][C:2]1[CH:3]=[C:4]2[C:9](=[CH:10][CH:11]=1)[CH2:8][N:7]([C:12]([N:14]1[CH:18]=[CH:17][N:16]=[CH:15]1)=[O:13])[CH2:6][CH2:5]2.[CH3:19][I:20]. Product: [I-:20].[Br:1][C:2]1[CH:3]=[C:4]2[C:9](=[CH:10][CH:11]=1)[CH2:8][N:7]([C:12]([N:14]1[CH:18]=[CH:17][N+:16]([CH3:19])=[CH:15]1)=[O:13])[CH2:6][CH2:5]2. The catalyst class is: 23. (2) Reactant: Cl.[F:2][C:3]1[CH:22]=[CH:21][C:6]([CH2:7][O:8][CH2:9][C:10]([NH:12][CH2:13][CH2:14][CH:15]2[CH2:20][CH2:19][NH:18][CH2:17][CH2:16]2)=[O:11])=[CH:5][CH:4]=1.C(N(CC)CC)C.[CH3:30][O:31][C:32]1[CH:33]=[C:34]([S:40](Cl)(=[O:42])=[O:41])[CH:35]=[CH:36][C:37]=1[O:38][CH3:39]. Product: [CH3:30][O:31][C:32]1[CH:33]=[C:34]([S:40]([N:18]2[CH2:17][CH2:16][CH:15]([CH2:14][CH2:13][NH:12][C:10](=[O:11])[CH2:9][O:8][CH2:7][C:6]3[CH:21]=[CH:22][C:3]([F:2])=[CH:4][CH:5]=3)[CH2:20][CH2:19]2)(=[O:41])=[O:42])[CH:35]=[CH:36][C:37]=1[O:38][CH3:39]. The catalyst class is: 1. (3) Reactant: [CH2:1]([O:8][CH2:9][CH:10]1[CH2:15][C:14](=[O:16])[CH:13]=[CH:12][O:11]1)[C:2]1[CH:7]=[CH:6][CH:5]=[CH:4][CH:3]=1. The catalyst class is: 29. Product: [CH2:1]([O:8][CH2:9][CH:10]1[CH2:15][C:14](=[O:16])[CH2:13][CH2:12][O:11]1)[C:2]1[CH:3]=[CH:4][CH:5]=[CH:6][CH:7]=1.